This data is from Retrosynthesis with 50K atom-mapped reactions and 10 reaction types from USPTO. The task is: Predict the reactants needed to synthesize the given product. (1) Given the product C/C(=C\C(=O)OCCc1ccccc1)c1ccc(O)cc1O, predict the reactants needed to synthesize it. The reactants are: CC(=CC(=O)O)c1ccc(O)cc1O.OCCc1ccccc1. (2) Given the product O=S(=O)(c1ccccc1)n1cc(-c2ccc3oc(CN4CCNCC4)nc3c2)c2ccc(F)cc21, predict the reactants needed to synthesize it. The reactants are: C1CNCCN1.O=S(=O)(c1ccccc1)n1cc(-c2ccc3oc(CCl)nc3c2)c2ccc(F)cc21.